This data is from Reaction yield outcomes from USPTO patents with 853,638 reactions. The task is: Predict the reaction yield, written as a fraction of the theoretical maximum amount of product (1.0 means a 100% yield; for example, 0.34 means a 34% yield). (1) The reactants are C(=[N:8]/[CH2:9][CH:10]1[CH2:15][CH2:14][NH:13][CH2:12][CH2:11]1)\C1C=CC=CC=1.[N+:16]([C:19]1[N:20]([CH2:24][CH:25]2[CH2:27][O:26]2)[CH:21]=[CH:22][N:23]=1)([O-:18])=[O:17]. The catalyst is C(O)C. The product is [NH2:8][CH2:9][CH:10]1[CH2:11][CH2:12][N:13]([CH2:27][CH:25]([OH:26])[CH2:24][N:20]2[CH:21]=[CH:22][N:23]=[C:19]2[N+:16]([O-:18])=[O:17])[CH2:14][CH2:15]1. The yield is 0.890. (2) The reactants are [O:1]=[C:2]1[CH2:7][NH:6][CH2:5][CH2:4][N:3]1[C:8]1[CH:13]=[CH:12][C:11]([S:14]([NH:17][C:18]2[S:19][CH:20]=[CH:21][N:22]=2)(=[O:16])=[O:15])=[CH:10][CH:9]=1.[F:23][C:24]([F:39])([F:38])[C:25]1[CH:33]=[C:32]2[C:28]([CH:29]=[CH:30][N:31]2[CH2:34][C:35](O)=[O:36])=[CH:27][CH:26]=1.CN(C(ON1N=NC2C=CC=NC1=2)=[N+](C)C)C.F[P-](F)(F)(F)(F)F.C(=O)(O)[O-].[Na+].Cl.S1C(N)=NC=N1. No catalyst specified. The product is [O:1]=[C:2]1[CH2:7][N:6]([C:35](=[O:36])[CH2:34][N:31]2[C:32]3[C:28](=[CH:27][CH:26]=[C:25]([C:24]([F:38])([F:23])[F:39])[CH:33]=3)[CH:29]=[CH:30]2)[CH2:5][CH2:4][N:3]1[C:8]1[CH:9]=[CH:10][C:11]([S:14]([NH:17][C:18]2[S:19][CH:20]=[CH:21][N:22]=2)(=[O:16])=[O:15])=[CH:12][CH:13]=1. The yield is 0.340.